Regression. Given two drug SMILES strings and cell line genomic features, predict the synergy score measuring deviation from expected non-interaction effect. From a dataset of NCI-60 drug combinations with 297,098 pairs across 59 cell lines. (1) Drug 1: CN1CCC(CC1)COC2=C(C=C3C(=C2)N=CN=C3NC4=C(C=C(C=C4)Br)F)OC. Drug 2: C1C(C(OC1N2C=NC(=NC2=O)N)CO)O. Cell line: NCI-H322M. Synergy scores: CSS=34.2, Synergy_ZIP=-1.58, Synergy_Bliss=1.64, Synergy_Loewe=2.96, Synergy_HSA=4.18. (2) Drug 1: COC1=CC(=CC(=C1O)OC)C2C3C(COC3=O)C(C4=CC5=C(C=C24)OCO5)OC6C(C(C7C(O6)COC(O7)C8=CC=CS8)O)O. Drug 2: C#CCC(CC1=CN=C2C(=N1)C(=NC(=N2)N)N)C3=CC=C(C=C3)C(=O)NC(CCC(=O)O)C(=O)O. Cell line: TK-10. Synergy scores: CSS=18.9, Synergy_ZIP=-8.49, Synergy_Bliss=-1.93, Synergy_Loewe=-2.60, Synergy_HSA=-2.58. (3) Drug 1: C1CC(C1)(C(=O)O)C(=O)O.[NH2-].[NH2-].[Pt+2]. Drug 2: CC1CCC2CC(C(=CC=CC=CC(CC(C(=O)C(C(C(=CC(C(=O)CC(OC(=O)C3CCCCN3C(=O)C(=O)C1(O2)O)C(C)CC4CCC(C(C4)OC)OCCO)C)C)O)OC)C)C)C)OC. Cell line: LOX IMVI. Synergy scores: CSS=-5.62, Synergy_ZIP=1.48, Synergy_Bliss=-1.88, Synergy_Loewe=-8.61, Synergy_HSA=-10.0. (4) Drug 1: CC12CCC(CC1=CCC3C2CCC4(C3CC=C4C5=CN=CC=C5)C)O. Drug 2: C1=CC=C(C=C1)NC(=O)CCCCCCC(=O)NO. Cell line: LOX IMVI. Synergy scores: CSS=57.3, Synergy_ZIP=10.6, Synergy_Bliss=13.1, Synergy_Loewe=15.5, Synergy_HSA=17.2. (5) Drug 1: CN1C2=C(C=C(C=C2)N(CCCl)CCCl)N=C1CCCC(=O)O.Cl. Drug 2: C1=NC2=C(N1)C(=S)N=CN2. Cell line: HOP-92. Synergy scores: CSS=33.7, Synergy_ZIP=0.743, Synergy_Bliss=-3.61, Synergy_Loewe=-5.55, Synergy_HSA=-1.37. (6) Drug 1: C1=NC2=C(N=C(N=C2N1C3C(C(C(O3)CO)O)O)F)N. Drug 2: C1=CN(C=N1)CC(O)(P(=O)(O)O)P(=O)(O)O. Cell line: A498. Synergy scores: CSS=2.36, Synergy_ZIP=-1.62, Synergy_Bliss=-0.831, Synergy_Loewe=-0.715, Synergy_HSA=-0.196.